This data is from NCI-60 drug combinations with 297,098 pairs across 59 cell lines. The task is: Regression. Given two drug SMILES strings and cell line genomic features, predict the synergy score measuring deviation from expected non-interaction effect. Drug 1: CC1CC2CCC3C(=C)CC(O3)CCC45CC6C(O4)C7C(O6)C(O5)C8C(O7)CCC(O8)CC(=O)CC9C(CC(C1=C)O2)OC(C9OC)CC(CN)O.CS(=O)(=O)O. Drug 2: CC1C(C(CC(O1)OC2CC(CC3=C2C(=C4C(=C3O)C(=O)C5=CC=CC=C5C4=O)O)(C(=O)C)O)N)O. Cell line: ACHN. Synergy scores: CSS=46.6, Synergy_ZIP=-3.35, Synergy_Bliss=-3.68, Synergy_Loewe=-3.15, Synergy_HSA=-1.91.